Dataset: Experimentally validated miRNA-target interactions with 360,000+ pairs, plus equal number of negative samples. Task: Binary Classification. Given a miRNA mature sequence and a target amino acid sequence, predict their likelihood of interaction. (1) The miRNA is hsa-miR-92a-3p with sequence UAUUGCACUUGUCCCGGCCUGU. The protein sequence of the target gene is MSPTQWDFPVELCCRPMAFVTLTGLDVVYNAVHRAVWDAFCANRRADRVPISFKVLPGDHEYPKCRPKRTSYEWYIPKGILKTGWMNKHLNLVPALVVVFYELDWDEPQWKEKQSECATRVEIVRQSLQGRNTKVAVVLIQKKTPLPPGEDVIASERAAALCNACELSGKSLFVLPHTDHLVGYIIRLENAFYEHAQTYYYTEIRRVKSHKEFLNKTTHQLLFVRHQFKIAFFSELKQDTQNALKNYRTAYNLVHELRAHETNILEIKTMAGFINYKICRLCFQHNTPLDAIAQFRKHID.... Result: 1 (interaction). (2) The miRNA is mmu-miR-466e-5p with sequence GAUGUGUGUGUACAUGUACAUA. The protein sequence of the target gene is MAHAGGGSGGSGAGGPAGRGLSGARWGRSGSAGHEKLPVHVEDALTYLDQVKIRFGSDPATYNGFLEIMKEFKSQSIDTPGVIRRVSQLFHEHPDLIVGFNAFLPLGYRIDIPKNGKLNIQSPLTSQENSHNHGDGAEDFKQQVPYKEDKPQVPLESDSVEFNNAISYVNKIKTRFLDHPEIYRSFLEILHTYQKEQLNTRGRPFRGMSEEEVFTEVANLFRGQEDLLSEFGQFLPEAKRSLFTGNGPCEMHSVQKNEHDKTPEHSRKRSRPSLLRPVSAPAKKKMKLRGTKDLSIAAVG.... Result: 0 (no interaction). (3) The miRNA is mmu-miR-883a-3p with sequence UAACUGCAACAGCUCUCAGUAU. The protein sequence of the target gene is MAASTDMAGLEESFRKFAIHGDPKASGQEMNGKNWAKLCKDCKVADGKSVTGTDVDIVFSKVKGKSARVINYEEFKKALEELATKRFKGKSKEEAFDAICQLVAGKEPANVGVTKAKTGGAVDRLTDTSRYTGSHKERFDESGKGKGIAGRQDILDDSGYVSAYKNAGTYDAKVKK. Result: 0 (no interaction). (4) The miRNA is hsa-miR-1827 with sequence UGAGGCAGUAGAUUGAAU. The protein sequence of the target gene is MSSTLHSVFFTLKVSILLGSLLGLCLGLEFMGLPNQWARYLRWDASTRSDLSFQFKTNVSTGLLLYLDDGGVCDFLCLSLVDGRVQLRFSMDCAETAVLSNKQVNDSSWHFLMVSRDRLRTVLMLDGEGQSGELQPQRPYMDVVSDLFLGGVPTDIRPSALTLDGVQAMPGFKGLILDLKYGNSEPRLLGSRGVQMDAEGPCGERPCENGGICFLLDGHPTCDCSTTGYGGKLCSEDVSQDPGLSHLMMSEQAREENVATFRGSEYLCYDLSQNPIQSSSDEITLSFKTWQRNGLILHTG.... Result: 1 (interaction).